From a dataset of Peptide-MHC class II binding affinity with 134,281 pairs from IEDB. Regression. Given a peptide amino acid sequence and an MHC pseudo amino acid sequence, predict their binding affinity value. This is MHC class II binding data. (1) The peptide sequence is EPKYFAATQFEPLAA. The MHC is HLA-DPA10201-DPB11401 with pseudo-sequence HLA-DPA10201-DPB11401. The binding affinity (normalized) is 0.695. (2) The peptide sequence is ILPNTLVLDFCDDAL. The MHC is HLA-DQA10101-DQB10501 with pseudo-sequence HLA-DQA10101-DQB10501. The binding affinity (normalized) is 0.848. (3) The peptide sequence is SPSLWEIEIAKQLASV. The MHC is DRB1_0101 with pseudo-sequence DRB1_0101. The binding affinity (normalized) is 0.622. (4) The peptide sequence is AAVPGKNVVNVQTKP. The MHC is DRB1_1101 with pseudo-sequence DRB1_1101. The binding affinity (normalized) is 0. (5) The MHC is HLA-DQA10201-DQB10303 with pseudo-sequence HLA-DQA10201-DQB10303. The peptide sequence is SNMTQRVVIALLVLAKK. The binding affinity (normalized) is 0.655. (6) The peptide sequence is AAATAGTTVYGAFAC. The binding affinity (normalized) is 0.389. The MHC is HLA-DQA10401-DQB10402 with pseudo-sequence HLA-DQA10401-DQB10402.